The task is: Predict the product of the given reaction.. This data is from Forward reaction prediction with 1.9M reactions from USPTO patents (1976-2016). Given the reactants Cl[C:2]1[C:7]([CH3:8])=[C:6]([C:9]2[CH:14]=[CH:13][C:12]([C:15]([F:18])([F:17])[F:16])=[CH:11][CH:10]=2)[N:5]=[CH:4][N:3]=1.C(N(CC)C(C)C)(C)C.[CH2:28]([NH:32][CH2:33][C:34]1[CH:46]=[CH:45][C:37]([O:38][CH2:39][C:40]([O:42][CH2:43][CH3:44])=[O:41])=[C:36]([CH3:47])[CH:35]=1)[CH2:29][CH2:30][CH3:31], predict the reaction product. The product is: [CH2:28]([N:32]([CH2:33][C:34]1[CH:46]=[CH:45][C:37]([O:38][CH2:39][C:40]([O:42][CH2:43][CH3:44])=[O:41])=[C:36]([CH3:47])[CH:35]=1)[C:2]1[C:7]([CH3:8])=[C:6]([C:9]2[CH:14]=[CH:13][C:12]([C:15]([F:18])([F:17])[F:16])=[CH:11][CH:10]=2)[N:5]=[CH:4][N:3]=1)[CH2:29][CH2:30][CH3:31].